From a dataset of Forward reaction prediction with 1.9M reactions from USPTO patents (1976-2016). Predict the product of the given reaction. (1) Given the reactants [NH2:1][C:2]1[CH:11]=[CH:10][CH:9]=[C:8]2[C:3]=1[CH2:4][C:5](=[O:13])[CH2:6][N:7]2[CH3:12].[BH4-].[Na+].O, predict the reaction product. The product is: [NH2:1][C:2]1[CH:11]=[CH:10][CH:9]=[C:8]2[C:3]=1[CH2:4][CH:5]([OH:13])[CH2:6][N:7]2[CH3:12]. (2) Given the reactants [CH3:1][N:2]([CH2:14][C:15]1[CH:20]=[CH:19][CH:18]=[C:17]([C:21]2[CH:22]=[N:23][C:24]([N:27]3[CH2:32][CH2:31][NH:30][CH2:29][CH2:28]3)=[N:25][CH:26]=2)[CH:16]=1)[C:3](=[O:13])[CH2:4][NH:5][C:6](=[O:12])[O:7]C(C)(C)C.[OH:33][CH2:34][C:35]([CH3:40])([CH3:39])[C:36]([OH:38])=[O:37].CCN=C=NCCCN(C)C.Cl.C1C=CC2N([OH:62])N=NC=2C=1, predict the reaction product. The product is: [C:36]([C@@H:35]([C@H:34]([C:6]([OH:12])=[O:7])[OH:33])[OH:62])([OH:38])=[O:37].[OH:37][CH2:36][C:35]([CH3:40])([CH3:39])[C:34]([N:30]1[CH2:29][CH2:28][N:27]([C:24]2[N:23]=[CH:22][C:21]([C:17]3[CH:16]=[C:15]([CH:20]=[CH:19][CH:18]=3)[CH2:14][N:2]([CH3:1])[C:3](=[O:13])[CH2:4][NH2:5])=[CH:26][N:25]=2)[CH2:32][CH2:31]1)=[O:33]. (3) Given the reactants [Br:1][C:2]1[CH:6]=[N:5][N:4]([CH3:7])[C:3]=1[NH:8][C:9]1[CH:14]=[CH:13][C:12](I)=[CH:11][CH:10]=1.[F:16][C:17]1[CH:22]=[CH:21][C:20](B(O)O)=[CH:19][C:18]=1[CH3:26].C(=O)([O-])[O-].[Cs+].[Cs+].COCCOC, predict the reaction product. The product is: [Br:1][C:2]1[CH:6]=[N:5][N:4]([CH3:7])[C:3]=1[NH:8][C:9]1[CH:14]=[CH:13][C:12]([C:20]2[CH:21]=[CH:22][C:17]([F:16])=[C:18]([CH3:26])[CH:19]=2)=[CH:11][CH:10]=1. (4) The product is: [P:12]([O:14][C:15]1[CH:20]=[CH:19][CH:18]=[CH:17][C:16]=1[Cl:21])([O:22][C:23]1[CH:28]=[CH:27][CH:26]=[CH:25][C:24]=1[Cl:29])([O:5][CH2:1][CH2:2][CH2:3][CH3:4])=[O:13]. Given the reactants [CH2:1]([OH:5])[CH2:2][CH2:3][CH3:4].N1C=CC=CC=1.[P:12](Cl)([O:22][C:23]1[CH:28]=[CH:27][CH:26]=[CH:25][C:24]=1[Cl:29])([O:14][C:15]1[CH:20]=[CH:19][CH:18]=[CH:17][C:16]=1[Cl:21])=[O:13], predict the reaction product. (5) Given the reactants [Cl-].[Li+].[CH2:3]([O:10][C:11]1[C:18]([CH3:19])=[CH:17][C:14]([CH:15]=O)=[CH:13][C:12]=1[CH3:20])[C:4]1[CH:9]=[CH:8][CH:7]=[CH:6][CH:5]=1.[O:21]=[C:22]1[O:26][C:25]2([CH2:31][CH2:30][CH2:29][CH2:28][CH2:27]2)[O:24][CH:23]1P(=O)(OCC)OCC.CN(C)C(=N)N(C)C, predict the reaction product. The product is: [CH3:20][C:12]1[CH:13]=[C:14](/[CH:15]=[C:23]2\[C:22](=[O:21])[O:26][C:25]3([CH2:31][CH2:30][CH2:29][CH2:28][CH2:27]3)[O:24]\2)[CH:17]=[C:18]([CH3:19])[C:11]=1[O:10][CH2:3][C:4]1[CH:9]=[CH:8][CH:7]=[CH:6][CH:5]=1. (6) The product is: [Br:22][C:17]1[CH:16]=[C:15]([CH:20]=[CH:19][C:18]=1[O:21][CH2:27][CH2:26][CH3:28])[CH2:14][C@H:10]1[O:11][CH2:12][CH2:13][NH:8][CH2:9]1. Given the reactants C([N:8]1[CH2:13][CH2:12][O:11][C@H:10]([CH2:14][C:15]2[CH:20]=[CH:19][C:18]([OH:21])=[C:17]([Br:22])[CH:16]=2)[CH2:9]1)(OC(C)(C)C)=O.C(N1CCO[C@H](CC2C=CC=C(C=CC3C=NC=CC=3)C=2)C1)(O[C:26](C)([CH3:28])[CH3:27])=O.ICCC.C(O)(C(F)(F)F)=O, predict the reaction product.